Task: Predict the reaction yield, written as a fraction of the theoretical maximum amount of product (1.0 means a 100% yield; for example, 0.34 means a 34% yield).. Dataset: Reaction yield outcomes from USPTO patents with 853,638 reactions (1) The reactants are [H-].[Na+].[NH:3]1[C:11]2[C:6](=[CH:7][CH:8]=[CH:9][CH:10]=2)[CH2:5][C:4]1=[O:12].[CH3:13][O:14][C:15]1[CH:20]=[CH:19][C:18]([C:21]([C:23]2[CH:28]=[CH:27][C:26]([O:29][CH3:30])=[CH:25][CH:24]=2)=O)=[CH:17][CH:16]=1.O. The catalyst is C1COCC1.C(O)(=O)C. The product is [CH3:30][O:29][C:26]1[CH:25]=[CH:24][C:23]([C:21]([C:18]2[CH:19]=[CH:20][C:15]([O:14][CH3:13])=[CH:16][CH:17]=2)=[C:5]2[C:6]3[C:11](=[CH:10][CH:9]=[CH:8][CH:7]=3)[NH:3][C:4]2=[O:12])=[CH:28][CH:27]=1. The yield is 0.550. (2) The reactants are C1(P(C2C=CC=CC=2)C2C=CC=CC=2)C=CC=CC=1.[C:20]([Br:24])(Br)(Br)Br.[CH:25]([C:28]1[CH:29]=[C:30]([CH:43]=[CH:44][C:45]=1[O:46][CH2:47][O:48][CH3:49])[CH2:31][C:32]1[C:39]([CH3:40])=[CH:38][C:35](CO)=[C:34]([CH3:41])[C:33]=1[CH3:42])([CH3:27])[CH3:26]. The catalyst is C(OCC)C. The product is [CH:25]([C:28]1[CH:29]=[C:30]([CH:43]=[CH:44][C:45]=1[O:46][CH2:47][O:48][CH3:49])[CH2:31][C:32]1[C:39]([CH3:40])=[CH:38][C:35]([CH2:20][Br:24])=[C:34]([CH3:41])[C:33]=1[CH3:42])([CH3:27])[CH3:26]. The yield is 0.220. (3) The catalyst is [C-]#N.[Zn+2].[C-]#N.[Pd].C1(P(C2C=CC=CC=2)C2C=CC=CC=2)C=CC=CC=1.C1(P(C2C=CC=CC=2)C2C=CC=CC=2)C=CC=CC=1.C1(P(C2C=CC=CC=2)C2C=CC=CC=2)C=CC=CC=1.C1(P(C2C=CC=CC=2)C2C=CC=CC=2)C=CC=CC=1. The yield is 0.890. The reactants are Br[C:2]1[CH:3]=[C:4]([S:8]([C:11]2[S:15][C:14]([CH2:16][N:17]([CH3:25])[C:18](=[O:24])[O:19][C:20]([CH3:23])([CH3:22])[CH3:21])=[CH:13][C:12]=2[C:26]2[C:27]([F:32])=[N:28][CH:29]=[CH:30][CH:31]=2)(=[O:10])=[O:9])[CH:5]=[CH:6][CH:7]=1.O.[CH3:34][N:35](C)C=O. The product is [C:34]([C:2]1[CH:3]=[C:4]([S:8]([C:11]2[S:15][C:14]([CH2:16][N:17]([CH3:25])[C:18](=[O:24])[O:19][C:20]([CH3:21])([CH3:22])[CH3:23])=[CH:13][C:12]=2[C:26]2[C:27]([F:32])=[N:28][CH:29]=[CH:30][CH:31]=2)(=[O:10])=[O:9])[CH:5]=[CH:6][CH:7]=1)#[N:35]. (4) The yield is 0.710. The product is [CH2:1]([O:3][C:4]1([C:7]2[CH:12]=[CH:11][C:10]([C:13]#[C:14][C:25]3[CH:26]=[CH:27][C:22]([CH2:21][C:20]([O:19][CH3:18])=[O:29])=[CH:23][CH:24]=3)=[CH:9][C:8]=2[CH:15]([CH3:16])[CH3:17])[CH2:6][CH2:5]1)[CH3:2]. The reactants are [CH2:1]([O:3][C:4]1([C:7]2[CH:12]=[CH:11][C:10]([C:13]#[CH:14])=[CH:9][C:8]=2[CH:15]([CH3:17])[CH3:16])[CH2:6][CH2:5]1)[CH3:2].[CH3:18][O:19][C:20](=[O:29])[CH2:21][C:22]1[CH:27]=[CH:26][C:25](I)=[CH:24][CH:23]=1. The catalyst is C(N(CC)CC)C.[Cu]I.Cl[Pd](Cl)([P](C1C=CC=CC=1)(C1C=CC=CC=1)C1C=CC=CC=1)[P](C1C=CC=CC=1)(C1C=CC=CC=1)C1C=CC=CC=1. (5) The catalyst is ClCCl. The product is [Cl:15][C:13]1[N:12]=[C:11]2[N:16]([CH:19]3[CH2:20][CH2:21][N:22]([CH2:25][C:61]4[CH:60]=[N:62][CH:63]=[CH:33][CH:34]=4)[CH2:23][CH2:24]3)[N:17]=[CH:18][C:10]2=[C:9]([N:3]2[CH2:2][CH:1]3[O:8][CH:5]([CH2:6][CH2:7]3)[CH2:4]2)[N:14]=1. The reactants are [CH:1]12[O:8][CH:5]([CH2:6][CH2:7]1)[CH2:4][N:3]([C:9]1[N:14]=[C:13]([Cl:15])[N:12]=[C:11]3[N:16]([CH:19]4[CH2:24][CH2:23][N:22]([C:25](OC(C)(C)C)=O)[CH2:21][CH2:20]4)[N:17]=[CH:18][C:10]=13)[CH2:2]2.F[C:33](F)(F)[C:34](O)=O.FC(F)(F)C([O-])=O.C(O[BH-](OC(=O)C)OC(=O)C)(=O)C.[Na+].[CH2:60]([N:62](CC)[CH2:63]C)[CH3:61]. The yield is 1.00.